This data is from Catalyst prediction with 721,799 reactions and 888 catalyst types from USPTO. The task is: Predict which catalyst facilitates the given reaction. (1) Reactant: [C:1]([SiH2:5][O:6][C:7]([CH3:18])([CH3:17])[C:8]1[CH:9]=[C:10]([CH:13]=[CH:14][C:15]=1[Cl:16])[CH:11]=O)([CH3:4])([CH3:3])[CH3:2].CCN(C(C)C)C(C)C.Cl.[F:29][CH2:30][CH2:31][NH2:32].[BH4-].[Na+].[CH3:35][C:36]([O:39][C:40](O[C:40]([O:39][C:36]([CH3:38])([CH3:37])[CH3:35])=[O:41])=[O:41])([CH3:38])[CH3:37]. Product: [C:36]([O:39][C:40](=[O:41])[N:32]([CH2:11][C:10]1[CH:13]=[CH:14][C:15]([Cl:16])=[C:8]([C:7]([CH3:18])([CH3:17])[O:6][SiH2:5][C:1]([CH3:4])([CH3:3])[CH3:2])[CH:9]=1)[CH2:31][CH2:30][F:29])([CH3:38])([CH3:37])[CH3:35]. The catalyst class is: 100. (2) Reactant: [CH2:1]1[C:4]2([CH2:9][CH2:8][NH:7][CH2:6][CH2:5]2)[CH2:3][N:2]1[C:10]([O:12][C:13]([CH3:16])([CH3:15])[CH3:14])=[O:11].C(N(CC)CC)C.[C:24](=O)([O:33]N1C(=O)CCC1=O)[O:25][CH2:26][C:27]1[CH:32]=[CH:31][CH:30]=[CH:29][CH:28]=1. Product: [CH2:1]1[C:4]2([CH2:5][CH2:6][N:7]([C:24]([O:25][CH2:26][C:27]3[CH:32]=[CH:31][CH:30]=[CH:29][CH:28]=3)=[O:33])[CH2:8][CH2:9]2)[CH2:3][N:2]1[C:10]([O:12][C:13]([CH3:16])([CH3:15])[CH3:14])=[O:11]. The catalyst class is: 4. (3) Reactant: [C:1]([C:5]1[O:9][N:8]=[C:7]([NH:10][C:11]([NH:13][C:14]2[CH:19]=[CH:18][CH:17]=[C:16]([OH:20])[CH:15]=2)=[O:12])[CH:6]=1)([CH3:4])([CH3:3])[CH3:2].Cl[C:22]1[C:31]2[C:26](=[CH:27][C:28]([O:37][CH2:38][CH2:39][O:40][CH3:41])=[C:29]([O:32][CH2:33][CH2:34][O:35][CH3:36])[CH:30]=2)[N:25]=[CH:24][N:23]=1.C([O-])([O-])=O.[Cs+].[Cs+]. Product: [CH3:36][O:35][CH2:34][CH2:33][O:32][C:29]1[CH:30]=[C:31]2[C:26](=[CH:27][C:28]=1[O:37][CH2:38][CH2:39][O:40][CH3:41])[N:25]=[CH:24][N:23]=[C:22]2[O:20][C:16]1[CH:15]=[C:14]([NH:13][C:11]([NH:10][C:7]2[CH:6]=[C:5]([C:1]([CH3:4])([CH3:2])[CH3:3])[O:9][N:8]=2)=[O:12])[CH:19]=[CH:18][CH:17]=1. The catalyst class is: 32.